From a dataset of Forward reaction prediction with 1.9M reactions from USPTO patents (1976-2016). Predict the product of the given reaction. (1) Given the reactants [F:1][C:2]1[CH:3]=[CH:4][C:5]([C:8]2[N:12]=[N:11][N:10]([CH2:13][Si](C)(C)C)[C:9]=2[CH2:18][OH:19])=[N:6][CH:7]=1.N1C=CC=CC=1C1N=NN(C[Si](C)(C)C)C=1CO, predict the reaction product. The product is: [F:1][C:2]1[CH:3]=[CH:4][C:5]([C:8]2[N:12]=[N:11][N:10]([CH3:13])[C:9]=2[CH2:18][OH:19])=[N:6][CH:7]=1. (2) Given the reactants [NH2:1][C@H:2]1[CH2:8][CH:7]=[CH:6][C@@H:5]([C:9]2[CH:14]=[CH:13][CH:12]=[CH:11][CH:10]=2)[N:4]([CH2:15][C:16]2[CH:21]=[CH:20][CH:19]=[CH:18][CH:17]=2)[C:3]1=[O:22].[F:23][C:24]1[CH:25]=[C:26]([CH2:31][C:32]([NH:34][C@H:35]([C:37](O)=[O:38])[CH3:36])=[O:33])[CH:27]=[C:28]([F:30])[CH:29]=1.CCN=C=NCCCN(C)C.Cl.CN1CCOCC1, predict the reaction product. The product is: [CH2:15]([N:4]1[C@H:5]([C:9]2[CH:14]=[CH:13][CH:12]=[CH:11][CH:10]=2)[CH:6]=[CH:7][CH2:8][C@H:2]([NH:1][C:37](=[O:38])[C@H:35]([CH3:36])[NH:34][C:32](=[O:33])[CH2:31][C:26]2[CH:27]=[C:28]([F:30])[CH:29]=[C:24]([F:23])[CH:25]=2)[C:3]1=[O:22])[C:16]1[CH:21]=[CH:20][CH:19]=[CH:18][CH:17]=1.